From a dataset of NCI-60 drug combinations with 297,098 pairs across 59 cell lines. Regression. Given two drug SMILES strings and cell line genomic features, predict the synergy score measuring deviation from expected non-interaction effect. (1) Drug 1: CNC(=O)C1=CC=CC=C1SC2=CC3=C(C=C2)C(=NN3)C=CC4=CC=CC=N4. Drug 2: CC1=C2C(C(=O)C3(C(CC4C(C3C(C(C2(C)C)(CC1OC(=O)C(C(C5=CC=CC=C5)NC(=O)OC(C)(C)C)O)O)OC(=O)C6=CC=CC=C6)(CO4)OC(=O)C)OC)C)OC. Cell line: SK-MEL-5. Synergy scores: CSS=38.9, Synergy_ZIP=7.70, Synergy_Bliss=7.30, Synergy_Loewe=-22.6, Synergy_HSA=2.93. (2) Drug 1: CC(C1=C(C=CC(=C1Cl)F)Cl)OC2=C(N=CC(=C2)C3=CN(N=C3)C4CCNCC4)N. Drug 2: CS(=O)(=O)CCNCC1=CC=C(O1)C2=CC3=C(C=C2)N=CN=C3NC4=CC(=C(C=C4)OCC5=CC(=CC=C5)F)Cl. Cell line: A549. Synergy scores: CSS=26.9, Synergy_ZIP=-6.55, Synergy_Bliss=2.30, Synergy_Loewe=2.78, Synergy_HSA=3.03. (3) Drug 1: CC1OCC2C(O1)C(C(C(O2)OC3C4COC(=O)C4C(C5=CC6=C(C=C35)OCO6)C7=CC(=C(C(=C7)OC)O)OC)O)O. Drug 2: CC(C)CN1C=NC2=C1C3=CC=CC=C3N=C2N. Cell line: M14. Synergy scores: CSS=9.05, Synergy_ZIP=-3.27, Synergy_Bliss=-0.223, Synergy_Loewe=-1.65, Synergy_HSA=-1.88. (4) Drug 1: CN(C)C(=N)N=C(N)N. Drug 2: CCN(CC)CCNC(=O)C1=C(NC(=C1C)C=C2C3=C(C=CC(=C3)F)NC2=O)C. Cell line: NCI-H460. Synergy scores: CSS=19.4, Synergy_ZIP=-2.50, Synergy_Bliss=0.145, Synergy_Loewe=-3.68, Synergy_HSA=2.93.